From a dataset of TCR-epitope binding with 47,182 pairs between 192 epitopes and 23,139 TCRs. Binary Classification. Given a T-cell receptor sequence (or CDR3 region) and an epitope sequence, predict whether binding occurs between them. (1) The epitope is KTSVDCTMYI. The TCR CDR3 sequence is CASILTLAGGRNEQFF. Result: 1 (the TCR binds to the epitope). (2) The epitope is DATYQRTRALVR. The TCR CDR3 sequence is CSVWTLTYNEQFF. Result: 0 (the TCR does not bind to the epitope). (3) The epitope is KLWAQCVQL. The TCR CDR3 sequence is CASSLDGGLSYNEQFF. Result: 1 (the TCR binds to the epitope). (4) The epitope is KMKDLSPRW. The TCR CDR3 sequence is CASSSRDLGEYEQYF. Result: 0 (the TCR does not bind to the epitope). (5) The epitope is HLVDFQVTI. The TCR CDR3 sequence is CASSLGRNTEAFF. Result: 1 (the TCR binds to the epitope).